This data is from Forward reaction prediction with 1.9M reactions from USPTO patents (1976-2016). The task is: Predict the product of the given reaction. (1) Given the reactants [NH2:1][C@@H:2]([CH2:8][C:9]1[CH:14]=[CH:13][C:12]([C:15]2[CH:20]=[CH:19][CH:18]=[C:17]([NH:21][CH3:22])[CH:16]=2)=[CH:11][CH:10]=1)[C:3]([O:5][CH2:6][CH3:7])=[O:4].[C:23]([CH:31]1[CH2:36][CH2:35][CH2:34][CH2:33][C:32]1=O)(=[O:30])[C:24]1[CH:29]=[CH:28][CH:27]=[CH:26][CH:25]=1, predict the reaction product. The product is: [C:23]([C:31]1[CH:36]=[CH:35][CH:34]=[CH:33][C:32]=1[NH:1][C@@H:2]([CH2:8][C:9]1[CH:14]=[CH:13][C:12]([C:15]2[CH:20]=[CH:19][CH:18]=[C:17]([NH:21][CH3:22])[CH:16]=2)=[CH:11][CH:10]=1)[C:3]([O:5][CH2:6][CH3:7])=[O:4])(=[O:30])[C:24]1[CH:29]=[CH:28][CH:27]=[CH:26][CH:25]=1. (2) Given the reactants [C:1]([CH2:3][NH:4][C:5]([C:7]1([S:13][C:14]2[CH:19]=[CH:18][CH:17]=[CH:16][C:15]=2[C:20]2[CH:25]=[CH:24][C:23]([N:26]3[CH2:31][CH2:30][N:29](C(O[Si](C(C)C)(C(C)C)C(C)C)=O)[CH2:28][CH2:27]3)=[CH:22][CH:21]=2)[CH2:12][CH2:11][CH2:10][CH2:9][CH2:8]1)=[O:6])#[N:2].CCCC[N+](CCCC)(CCCC)CCCC.[F-], predict the reaction product. The product is: [C:1]([CH2:3][NH:4][C:5]([C:7]1([S:13][C:14]2[CH:19]=[CH:18][CH:17]=[CH:16][C:15]=2[C:20]2[CH:25]=[CH:24][C:23]([N:26]3[CH2:27][CH2:28][NH:29][CH2:30][CH2:31]3)=[CH:22][CH:21]=2)[CH2:12][CH2:11][CH2:10][CH2:9][CH2:8]1)=[O:6])#[N:2]. (3) Given the reactants [CH2:1]([C@H:3]1[N:12]([C:13](=[O:22])[C:14]2[CH:19]=[CH:18][C:17]([O:20][CH3:21])=[CH:16][CH:15]=2)[C:11]2[C:6](=[CH:7][CH:8]=[C:9]([F:23])[CH:10]=2)[NH:5][C:4]1=[O:24])[CH3:2].[CH:25]1(O)[CH2:29][CH2:28][CH2:27][CH2:26]1.C1(P(C2C=CC=CC=2)C2C=CC=CC=2)C=CC=CC=1.N(C(OCC)=O)=NC(OCC)=O, predict the reaction product. The product is: [CH:25]1([N:5]2[C:6]3[C:11](=[CH:10][C:9]([F:23])=[CH:8][CH:7]=3)[N:12]([C:13](=[O:22])[C:14]3[CH:19]=[CH:18][C:17]([O:20][CH3:21])=[CH:16][CH:15]=3)[C@H:3]([CH2:1][CH3:2])[C:4]2=[O:24])[CH2:29][CH2:28][CH2:27][CH2:26]1. (4) Given the reactants Cl[C:2]([O:4][CH2:5][C:6]([Cl:9])([Cl:8])[Cl:7])=[O:3].C([N:12](CC)CC)C.CCN(C(C)C)C(C)C.C(Cl)Cl, predict the reaction product. The product is: [C:2](=[O:3])([O:4][CH2:5][C:6]([Cl:9])([Cl:8])[Cl:7])[NH2:12]. (5) The product is: [CH3:19][C@H:17]1[O:16][C:15](=[O:20])[N:14]([CH2:13][C:12]2[CH:21]=[CH:22][C:9]([O:8][CH2:30][C:29]3[CH:28]=[CH:27][C:26]([C:25]([F:24])([F:34])[F:35])=[CH:33][CH:32]=3)=[C:10]([CH3:23])[CH:11]=2)[CH2:18]1. Given the reactants [Si]([O:8][C:9]1[CH:22]=[CH:21][C:12]([CH2:13][N:14]2[CH2:18][C@@H:17]([CH3:19])[O:16][C:15]2=[O:20])=[CH:11][C:10]=1[CH3:23])(C(C)(C)C)(C)C.[F:24][C:25]([F:35])([F:34])[C:26]1[CH:33]=[CH:32][C:29]([CH2:30]Br)=[CH:28][CH:27]=1, predict the reaction product. (6) Given the reactants [CH2:1]([NH:3][CH2:4][C:5]([NH:7][CH2:8][C:9]1[CH:10]=[C:11]([C:15]2[CH:20]=[CH:19][C:18]([C:21]([F:24])([F:23])[F:22])=[CH:17][CH:16]=2)[CH:12]=[CH:13][CH:14]=1)=[O:6])[CH3:2].C(N(CC)CC)C.[F:32][C:33]1[CH:38]=[CH:37][C:36]([S:39](Cl)(=[O:41])=[O:40])=[CH:35][CH:34]=1.C(OCC)(=O)C, predict the reaction product. The product is: [CH2:1]([N:3]([S:39]([C:36]1[CH:37]=[CH:38][C:33]([F:32])=[CH:34][CH:35]=1)(=[O:41])=[O:40])[CH2:4][C:5]([NH:7][CH2:8][C:9]1[CH:10]=[C:11]([C:15]2[CH:16]=[CH:17][C:18]([C:21]([F:22])([F:23])[F:24])=[CH:19][CH:20]=2)[CH:12]=[CH:13][CH:14]=1)=[O:6])[CH3:2]. (7) Given the reactants Cl[C:2]1[CH:7]=[CH:6][N:5]=[CH:4][C:3]=1[N+:8]([O-:10])=[O:9].F[C:12]1[CH:19]=[CH:18][C:15]([CH2:16]O)=[CH:14][CH:13]=1.C(=O)([O-])[O-].[K+].[K+].[OH-].[K+].COCCOC[CH2:34][N:35](CCOCCOC)[CH2:36]COCCOC, predict the reaction product. The product is: [N+:8]([C:3]1[CH:4]=[N:5][CH:6]=[CH:7][C:2]=1[N:35]1[CH2:36][CH2:16][C:15]2[C:14](=[CH:13][CH:12]=[CH:19][CH:18]=2)[CH2:34]1)([O-:10])=[O:9]. (8) Given the reactants [Cl:1][C:2]1[CH:3]=[C:4]([C:11]2[CH:16]=[CH:15][C:14]([F:17])=[CH:13][CH:12]=2)[CH:5]=[CH:6][C:7]=1[C:8](O)=[O:9], predict the reaction product. The product is: [Cl:1][C:2]1[CH:3]=[C:4]([C:11]2[CH:16]=[CH:15][C:14]([F:17])=[CH:13][CH:12]=2)[CH:5]=[CH:6][C:7]=1[CH2:8][OH:9]. (9) Given the reactants [C:1]1([CH:7]([NH:11]C(=O)OC(C)(C)C)[CH2:8][C:9]#[CH:10])[CH:6]=[CH:5][CH:4]=[CH:3][CH:2]=1.FC(F)(F)C(O)=O, predict the reaction product. The product is: [C:1]1([CH:7]([NH2:11])[CH2:8][C:9]#[CH:10])[CH:6]=[CH:5][CH:4]=[CH:3][CH:2]=1. (10) Given the reactants ClC1N=NC(NS(CC2C=C(C#N)C=CC=2Cl)(=O)=O)=C(O)C=1.[Cl:23][C:24]1[S:25][C:26]([Cl:42])=[CH:27][C:28]=1[S:29]([NH:32][C:33]1[N:34]=[N:35][C:36]([Cl:41])=[CH:37][C:38]=1[O:39]C)(=[O:31])=[O:30].ClC1N=NC(NS(CC2C=C(C#N)C=CC=2Cl)(=O)=O)=C(OC)C=1, predict the reaction product. The product is: [Cl:23][C:24]1[S:25][C:26]([Cl:42])=[CH:27][C:28]=1[S:29]([NH:32][C:33]1[N:34]=[N:35][C:36]([Cl:41])=[CH:37][C:38]=1[OH:39])(=[O:30])=[O:31].